This data is from Full USPTO retrosynthesis dataset with 1.9M reactions from patents (1976-2016). The task is: Predict the reactants needed to synthesize the given product. Given the product [O:1]1[C:5]2[CH:6]=[CH:7][C:8]([C:10]([O:12][CH3:13])=[O:11])=[CH:9][C:4]=2[O:3][CH2:2]1, predict the reactants needed to synthesize it. The reactants are: [O:1]1[C:5]2[CH:6]=[CH:7][C:8]([C:10]([OH:12])=[O:11])=[CH:9][C:4]=2[O:3][CH2:2]1.[C:13]1(C)C=CC(S(O)(=O)=O)=CC=1.